Dataset: Catalyst prediction with 721,799 reactions and 888 catalyst types from USPTO. Task: Predict which catalyst facilitates the given reaction. (1) Reactant: [CH3:1][S:2](Cl)(=[O:4])=[O:3].Cl.Cl.[C:8]1([C:14]#[C:15][C:16]2[CH:17]=[C:18]([NH2:22])[CH:19]=[N:20][CH:21]=2)[CH:13]=[CH:12][CH:11]=[CH:10][CH:9]=1.N1C=CC=CC=1.O. Product: [C:8]1([C:14]#[C:15][C:16]2[CH:17]=[C:18]([NH:22][S:2]([CH3:1])(=[O:4])=[O:3])[CH:19]=[N:20][CH:21]=2)[CH:9]=[CH:10][CH:11]=[CH:12][CH:13]=1. The catalyst class is: 4. (2) Reactant: [Cl:1][C:2]1[C:7]([Cl:8])=[CH:6][CH:5]=[CH:4][C:3]=1[N:9]1[CH2:14][CH2:13][N:12]([CH2:15][CH2:16][CH2:17][CH:18]=[CH:19][C:20]2[CH:29]=[C:28]3[C:23]([CH2:24][CH2:25][C:26](=[O:30])[NH:27]3)=[CH:22][N:21]=2)[CH2:11][CH2:10]1.CCOC(C)=O. Product: [Cl:1][C:2]1[C:7]([Cl:8])=[CH:6][CH:5]=[CH:4][C:3]=1[N:9]1[CH2:14][CH2:13][N:12]([CH2:15][CH2:16][CH2:17][CH2:18][CH2:19][C:20]2[CH:29]=[C:28]3[C:23]([CH2:24][CH2:25][C:26](=[O:30])[NH:27]3)=[CH:22][N:21]=2)[CH2:11][CH2:10]1. The catalyst class is: 446. (3) Reactant: Cl[C:2]1[C:7]([N+:8]([O-:10])=[O:9])=[C:6]([CH3:11])[CH:5]=[C:4]([Cl:12])[N:3]=1.[CH3:13][NH2:14]. Product: [Cl:12][C:4]1[N:3]=[C:2]([NH:14][CH3:13])[C:7]([N+:8]([O-:10])=[O:9])=[C:6]([CH3:11])[CH:5]=1. The catalyst class is: 387. (4) Reactant: [C:1]([C:5]1[NH:6][C:7]2[C:12]([CH:13]=1)=[C:11](F)[C:10]([N+:15]([O-:17])=[O:16])=[CH:9][CH:8]=2)([CH3:4])([CH3:3])[CH3:2].[C-:18]#[N:19].[K+].O. Product: [C:1]([C:5]1[NH:6][C:7]2[CH:8]=[CH:9][C:10]([N+:15]([O-:17])=[O:16])=[C:11]([C:18]#[N:19])[C:12]=2[CH:13]=1)([CH3:4])([CH3:3])[CH3:2]. The catalyst class is: 16. (5) Reactant: [CH2:1]([O:8][C:9]1[CH:10]=[C:11]2[C:15](=[CH:16][CH:17]=1)[N:14]([C:18]([O:20][C:21]([CH3:24])([CH3:23])[CH3:22])=[O:19])[CH:13]=[CH:12]2)[C:2]1C=CC=C[CH:3]=1.[Br:25]CCCBr.C(=O)([O-])[O-].[Cs+].[Cs+]. Product: [Br:25][CH2:3][CH2:2][CH2:1][O:8][C:9]1[CH:10]=[C:11]2[C:15](=[CH:16][CH:17]=1)[N:14]([C:18]([O:20][C:21]([CH3:24])([CH3:23])[CH3:22])=[O:19])[CH:13]=[CH:12]2. The catalyst class is: 95. (6) Reactant: CC1(C)CCCC(C)(C)N1.C([Li])CCC.[C:16]([C:20]1[N:21]=[N:22][C:23]([O:26][CH3:27])=[CH:24][CH:25]=1)([CH3:19])([CH3:18])[CH3:17].[I:28]I. Product: [C:16]([C:20]1[N:21]=[N:22][C:23]([O:26][CH3:27])=[C:24]([I:28])[CH:25]=1)([CH3:19])([CH3:17])[CH3:18]. The catalyst class is: 7.